This data is from CYP3A4 inhibition data for predicting drug metabolism from PubChem BioAssay. The task is: Regression/Classification. Given a drug SMILES string, predict its absorption, distribution, metabolism, or excretion properties. Task type varies by dataset: regression for continuous measurements (e.g., permeability, clearance, half-life) or binary classification for categorical outcomes (e.g., BBB penetration, CYP inhibition). Dataset: cyp3a4_veith. (1) The molecule is O=c1nc2ccccc2c2n1CC(CN1CCN(c3cccc(Cl)c3)CC1)N2. The result is 0 (non-inhibitor). (2) The compound is Cc1ccc(C(=O)C(OC(=O)COc2ccccc2C)c2ccccc2)cc1. The result is 1 (inhibitor). (3) The drug is CCOC(=O)N1CCN(c2nc(-c3ccco3)cc(C(F)(F)F)n2)CC1. The result is 0 (non-inhibitor). (4) The molecule is Fc1ccc(Nc2ccnc(-c3ccccc3C(F)(F)F)n2)cc1. The result is 1 (inhibitor). (5) The drug is COc1ccc2[nH]c(I)c(CCNC(C)=O)c2c1. The result is 1 (inhibitor).